The task is: Predict the reaction yield, written as a fraction of the theoretical maximum amount of product (1.0 means a 100% yield; for example, 0.34 means a 34% yield).. This data is from Reaction yield outcomes from USPTO patents with 853,638 reactions. (1) The reactants are [N:1]([CH2:4][C:5]1[N:6]=[CH:7][C:8]([C:11]([OH:13])=O)=[N:9][CH:10]=1)=[N+:2]=[N-:3].Cl.[CH3:15][C:16]1[S:17][C:18]([CH2:21][NH2:22])=[CH:19][N:20]=1.C(N(CC)CC)C. The catalyst is CN(C)C=O. The product is [N:1]([CH2:4][C:5]1[N:6]=[CH:7][C:8]([C:11]([NH:22][CH2:21][C:18]2[S:17][C:16]([CH3:15])=[N:20][CH:19]=2)=[O:13])=[N:9][CH:10]=1)=[N+:2]=[N-:3]. The yield is 0.400. (2) The reactants are [CH2:1]([C:3]1[NH:4][C:5]([CH2:8][C:9]#[N:10])=[N:6][N:7]=1)[CH3:2].C([O:13][C:14](=O)[CH:15]([C:19]1[CH:24]=[CH:23][CH:22]=[CH:21][CH:20]=1)[C:16]([CH3:18])=O)C.C([O-])(=O)C.[NH4+]. No catalyst specified. The product is [CH2:1]([C:3]1[NH:4][C:5]2=[C:8]([C:9]#[N:10])[C:16]([CH3:18])=[C:15]([C:19]3[CH:24]=[CH:23][CH:22]=[CH:21][CH:20]=3)[C:14](=[O:13])[N:6]2[N:7]=1)[CH3:2]. The yield is 0.210. (3) The reactants are Cl[CH2:2][CH2:3][CH2:4][O:5][C:6]1[CH:15]=[C:14]2[C:9]([C:10]([NH:16][C:17]3[CH:21]=[C:20]([CH2:22][C:23]([OH:25])=[O:24])[NH:19][N:18]=3)=[N:11][CH:12]=[N:13]2)=[CH:8][C:7]=1[O:26][CH3:27].[OH:28][CH2:29][CH:30]1[CH2:35][CH2:34][NH:33][CH2:32][CH2:31]1.Cl. The catalyst is CC(N(C)C)=O. The product is [OH:28][CH2:29][CH:30]1[CH2:35][CH2:34][N:33]([CH2:2][CH2:3][CH2:4][O:5][C:6]2[CH:15]=[C:14]3[C:9]([C:10]([NH:16][C:17]4[CH:21]=[C:20]([CH2:22][C:23]([OH:25])=[O:24])[NH:19][N:18]=4)=[N:11][CH:12]=[N:13]3)=[CH:8][C:7]=2[O:26][CH3:27])[CH2:32][CH2:31]1. The yield is 0.600. (4) The reactants are [C:1]([O:5][C:6]([NH:8][CH:9]([CH2:35][C:36]1[CH:41]=[CH:40][C:39]([Cl:42])=[CH:38][CH:37]=1)[C:10]([N:12]1[CH2:17][CH2:16][N:15]([CH:18]([CH2:22][C:23]2[CH:32]=[CH:31][C:30]3[C:25](=[CH:26][CH:27]=[CH:28][CH:29]=3)[CH:24]=2)[C:19](O)=[O:20])[CH2:14][CH:13]1[CH2:33][CH3:34])=[O:11])=[O:7])([CH3:4])([CH3:3])[CH3:2].C1C[N:46]([P+](ON2N=NC3C=CC=CC2=3)(N2CCCC2)N2CCCC2)[CH2:45]C1.F[P-](F)(F)(F)(F)F.CN.C1COCC1.C(N(CC)CC)C. The product is [C:1]([O:5][C:6](=[O:7])[NH:8][CH:9]([CH2:35][C:36]1[CH:41]=[CH:40][C:39]([Cl:42])=[CH:38][CH:37]=1)[C:10]([N:12]1[CH2:17][CH2:16][N:15]([CH:18]([C:19](=[O:20])[NH:46][CH3:45])[CH2:22][C:23]2[CH:32]=[CH:31][C:30]3[C:25](=[CH:26][CH:27]=[CH:28][CH:29]=3)[CH:24]=2)[CH2:14][CH:13]1[CH2:33][CH3:34])=[O:11])([CH3:4])([CH3:2])[CH3:3]. The catalyst is ClCCl.O.CCOC(C)=O. The yield is 1.00. (5) The reactants are [CH3:1][S:2]([C:5]1[CH:10]=[CH:9][C:8]([NH:11][C:12]([C:14]2[CH:18]=[C:17]([CH3:19])[N:16]([C:20]3[CH:25]=[CH:24][C:23](Br)=[CH:22][C:21]=3[C:27]([F:30])([F:29])[F:28])[C:15]=2[CH3:31])=[O:13])=[CH:7][CH:6]=1)(=[O:4])=[O:3].[F:32][C:33]([F:48])([F:47])[C:34]1[CH:42]=[C:41]([C:43]([F:46])([F:45])[F:44])[CH:40]=[CH:39][C:35]=1[C:36]([NH2:38])=[O:37].C([O-])([O-])=O.[K+].[K+].NCCN.[OH-].[Na+].C(N(CC(O)=O)CC(O)=O)CN(CC(O)=O)CC(O)=O. The catalyst is [Cu]I.C(OCC)(=O)C.C1(C)C=CC=CC=1. The product is [CH3:1][S:2]([C:5]1[CH:10]=[CH:9][C:8]([NH:11][C:12]([C:14]2[CH:18]=[C:17]([CH3:19])[N:16]([C:20]3[CH:25]=[CH:24][C:23]([NH:38][C:36](=[O:37])[C:35]4[CH:39]=[CH:40][C:41]([C:43]([F:45])([F:46])[F:44])=[CH:42][C:34]=4[C:33]([F:32])([F:47])[F:48])=[CH:22][C:21]=3[C:27]([F:30])([F:29])[F:28])[C:15]=2[CH3:31])=[O:13])=[CH:7][CH:6]=1)(=[O:4])=[O:3]. The yield is 0.100. (6) The product is [C:25]([O:24][CH:19]([C:11]1[C:12]([C:15]([F:18])([F:17])[F:16])=[CH:13][CH:14]=[C:9]([OH:8])[C:10]=1[C:29]1[CH2:34][CH2:33][C:32]([CH3:36])([CH3:35])[CH2:31][CH:30]=1)[C:20]([O:22][CH3:23])=[O:21])([CH3:28])([CH3:26])[CH3:27]. The catalyst is C(OCC)(=O)C. The reactants are C([O:8][C:9]1[C:10]([C:29]2[CH2:34][CH2:33][C:32]([CH3:36])([CH3:35])[CH2:31][CH:30]=2)=[C:11]([CH:19]([O:24][C:25]([CH3:28])([CH3:27])[CH3:26])[C:20]([O:22][CH3:23])=[O:21])[C:12]([C:15]([F:18])([F:17])[F:16])=[CH:13][CH:14]=1)C1C=CC=CC=1. The yield is 0.600. (7) The reactants are [Br:1][C:2]1[N:3]=[CH:4][C:5]([NH2:8])=[N:6][CH:7]=1.N1C=CC=CC=1.[C:15](Cl)(=[O:17])[CH3:16]. The catalyst is ClCCl. The product is [Br:1][C:2]1[N:3]=[CH:4][C:5]([NH:8][C:15](=[O:17])[CH3:16])=[N:6][CH:7]=1. The yield is 0.990. (8) The reactants are [C:1]1(=O)[CH2:6][CH2:5][CH2:4][CH2:3][CH2:2]1.[CH3:8][N:9]([CH3:11])[NH2:10].O.C1(C)C=CC(S(O)(=O)=O)=CC=1. The catalyst is C(O)C. The product is [C:1]1(=[N:10][N:9]([CH3:11])[CH3:8])[CH2:6][CH2:5][CH2:4][CH2:3][CH2:2]1. The yield is 0.870. (9) The reactants are [NH:1]([C:3]([C:5]1[NH:6][C:7]2[C:12]([CH:13]=1)=[CH:11][CH:10]=[CH:9][C:8]=2[N:14]([CH3:23])[S:15]([C:18]1[S:19][CH:20]=[CH:21][CH:22]=1)(=[O:17])=[O:16])=[O:4])[NH2:2].Cl[C:25](=[O:32])[CH2:26][C:27]([O:29][CH2:30][CH3:31])=[O:28].O. The catalyst is CN(C)C(=O)C. The product is [CH3:23][N:14]([S:15]([C:18]1[S:19][CH:20]=[CH:21][CH:22]=1)(=[O:17])=[O:16])[C:8]1[CH:9]=[CH:10][CH:11]=[C:12]2[C:7]=1[NH:6][C:5]([C:3]([NH:1][NH:2][C:25](=[O:32])[CH2:26][C:27]([O:29][CH2:30][CH3:31])=[O:28])=[O:4])=[CH:13]2. The yield is 0.840.